Dataset: Full USPTO retrosynthesis dataset with 1.9M reactions from patents (1976-2016). Task: Predict the reactants needed to synthesize the given product. (1) The reactants are: [CH3:1][O:2][C:3]1[CH:4]=[C:5]2[C:9](=[CH:10][C:11]=1[O:12][CH3:13])[N:8]([CH3:14])[CH:7]=[C:6]2[C:15]1[N:31](S(C2C=CC(C)=CC=2)(=O)=O)[C:18]2=[N:19][CH:20]=[CH:21][C:22]([CH2:23][N:24]3[CH2:29][CH2:28][N:27]([CH3:30])[CH2:26][CH2:25]3)=[C:17]2[CH:16]=1.[OH-].[K+]. Given the product [CH3:1][O:2][C:3]1[CH:4]=[C:5]2[C:9](=[CH:10][C:11]=1[O:12][CH3:13])[N:8]([CH3:14])[CH:7]=[C:6]2[C:15]1[NH:31][C:18]2=[N:19][CH:20]=[CH:21][C:22]([CH2:23][N:24]3[CH2:29][CH2:28][N:27]([CH3:30])[CH2:26][CH2:25]3)=[C:17]2[CH:16]=1, predict the reactants needed to synthesize it. (2) Given the product [CH3:8][C@@H:9]([O:13][C:14]1[N:22]=[C:21]2[C:17]([N:18]=[C:19]([O:23][CH3:24])[N:20]2[CH2:27][CH2:28][CH2:29][CH2:30][CH:31]2[CH2:36][CH2:35][CH2:34][O:33][CH2:32]2)=[C:16]([NH2:25])[N:15]=1)[CH2:10][CH2:11][CH3:12], predict the reactants needed to synthesize it. The reactants are: FC(F)(F)C(O)=O.[CH3:8][C@@H:9]([O:13][C:14]1[NH:15][C:16]([NH2:25])=[C:17]2[C:21]([N:22]=1)=[N:20][C:19]([O:23][CH3:24])=[N:18]2)[CH2:10][CH2:11][CH3:12].Br[CH2:27][CH2:28][CH2:29][CH2:30][CH:31]1[CH2:36][CH2:35][CH2:34][O:33][CH2:32]1. (3) The reactants are: [O:1]1[CH2:6][CH2:5][CH2:4][CH2:3][CH:2]1[N:7]1[C:11]2=[N:12][CH:13]=[CH:14][CH:15]=[C:10]2[C:9]([CH2:16][C:17](OC)=[O:18])=[N:8]1.[H-].[H-].[H-].[H-].[Li+].[Al+3].C1COCC1.[OH-].[Na+]. Given the product [O:1]1[CH2:6][CH2:5][CH2:4][CH2:3][CH:2]1[N:7]1[C:11]2=[N:12][CH:13]=[CH:14][CH:15]=[C:10]2[C:9]([CH2:16][CH2:17][OH:18])=[N:8]1, predict the reactants needed to synthesize it. (4) Given the product [F:1][C:2]1[CH:8]=[CH:7][C:5]([NH:6][NH2:13])=[CH:4][C:3]=1[C:9]([F:10])([F:11])[F:12], predict the reactants needed to synthesize it. The reactants are: [F:1][C:2]1[CH:8]=[CH:7][C:5]([NH2:6])=[CH:4][C:3]=1[C:9]([F:12])([F:11])[F:10].[N:13]([O-])=O.[Na+].O.O.Cl[Sn]Cl. (5) Given the product [OH:30][C@@H:28]([C@H:24]1[C:23](=[O:31])[N:22]2[C@@H:25]1[C@@H:26]([CH3:27])[C:20]([S:19][C:16]1[S:17][CH:18]=[C:14]([C:10]3[CH2:9][CH2:8][NH:7][C@@H:12]([CH3:13])[CH:11]=3)[N:15]=1)=[C:21]2[C:32]([OH:34])=[O:33])[CH3:29], predict the reactants needed to synthesize it. The reactants are: C(OC([N:7]1[C@@H:12]([CH3:13])[CH:11]=[C:10]([C:14]2[N:15]=[C:16]([S:19][C:20]3[C@H:26]([CH3:27])[C@H:25]4[N:22]([C:23](=[O:31])[C@@H:24]4[C@H:28]([OH:30])[CH3:29])[C:21]=3[C:32]([O:34]CC=C)=[O:33])[S:17][CH:18]=2)[CH2:9][CH2:8]1)=O)C=C.C(O)(=O)C.C([SnH](CCCC)CCCC)CCC.P([O-])([O-])([O-])=O. (6) The reactants are: [Li+].[BH4-].[N:3]1([C:8]2[N:13]=[CH:12][C:11]([CH2:14][C:15](OCC)=[O:16])=[CH:10][CH:9]=2)[CH:7]=[N:6][N:5]=[N:4]1.O. Given the product [N:3]1([C:8]2[N:13]=[CH:12][C:11]([CH2:14][CH2:15][OH:16])=[CH:10][CH:9]=2)[CH:7]=[N:6][N:5]=[N:4]1, predict the reactants needed to synthesize it. (7) Given the product [NH2:37][C:22]([C:21]1[CH:20]=[C:19]([S:16]([N:14]2[C:13]([C:28]3[CH:33]=[CH:32][CH:31]=[CH:30][CH:29]=3)=[CH:12][C:11]([CH2:10][N:8]([CH3:9])[C:6](=[O:7])[O:5][C:1]([CH3:2])([CH3:3])[CH3:4])=[CH:15]2)(=[O:17])=[O:18])[CH:27]=[CH:26][CH:25]=1)=[O:23], predict the reactants needed to synthesize it. The reactants are: [C:1]([O:5][C:6]([N:8]([CH2:10][C:11]1[CH:12]=[C:13]([C:28]2[CH:33]=[CH:32][CH:31]=[CH:30][CH:29]=2)[N:14]([S:16]([C:19]2[CH:20]=[C:21]([CH:25]=[CH:26][CH:27]=2)[C:22](O)=[O:23])(=[O:18])=[O:17])[CH:15]=1)[CH3:9])=[O:7])([CH3:4])([CH3:3])[CH3:2].Cl.C([N:37]=C=NCCCN(C)C)C.[NH4+].ON1C2C=CC=CC=2N=N1.O.